This data is from Catalyst prediction with 721,799 reactions and 888 catalyst types from USPTO. The task is: Predict which catalyst facilitates the given reaction. Reactant: [Br:1]Br.C1(P(C2C=CC=CC=2)C2C=CC=CC=2)C=CC=CC=1.[F:22][C:23]1[CH:28]=[C:27]([CH2:29]O)[CH:26]=[C:25]([F:31])[C:24]=1[C:32]1[N:37]=[C:36]([C:38]([O:40][CH3:41])=[O:39])[CH:35]=[CH:34][C:33]=1[F:42]. Product: [Br:1][CH2:29][C:27]1[CH:28]=[C:23]([F:22])[C:24]([C:32]2[N:37]=[C:36]([C:38]([O:40][CH3:41])=[O:39])[CH:35]=[CH:34][C:33]=2[F:42])=[C:25]([F:31])[CH:26]=1. The catalyst class is: 2.